Dataset: Catalyst prediction with 721,799 reactions and 888 catalyst types from USPTO. Task: Predict which catalyst facilitates the given reaction. (1) Reactant: [C:1]1([C:7]2[NH:11][CH:10]=[C:9]([CH:12]=[O:13])[CH:8]=2)[CH:6]=[CH:5][CH:4]=[CH:3][CH:2]=1.[H-].[Na+].C1OCCOCCOCCOCCOC1.[F:31][C:32]([F:47])([F:46])[S:33]([C:36]1[CH:41]=[CH:40][C:39]([S:42](Cl)(=[O:44])=[O:43])=[CH:38][CH:37]=1)(=[O:35])=[O:34]. Product: [C:1]1([C:7]2[N:11]([S:42]([C:39]3[CH:38]=[CH:37][C:36]([S:33]([C:32]([F:47])([F:31])[F:46])(=[O:35])=[O:34])=[CH:41][CH:40]=3)(=[O:44])=[O:43])[CH:10]=[C:9]([CH:12]=[O:13])[CH:8]=2)[CH:6]=[CH:5][CH:4]=[CH:3][CH:2]=1. The catalyst class is: 30. (2) Reactant: [O:1]1[C:10]2[CH:9]=[C:8]([CH2:11][NH:12][C@H:13]3[CH2:18][CH2:17][N:16]([C:19]([O:21][CH2:22][C:23]4[CH:28]=[CH:27][CH:26]=[CH:25][CH:24]=4)=[O:20])[CH2:15][C@H:14]3[OH:29])[N:7]=[CH:6][C:5]=2[O:4][CH2:3][CH2:2]1.C(=O)([O-])O.[Na+].[C:35](O[C:35]([O:37][C:38]([CH3:41])([CH3:40])[CH3:39])=[O:36])([O:37][C:38]([CH3:41])([CH3:40])[CH3:39])=[O:36]. Product: [O:1]1[C:10]2[CH:9]=[C:8]([CH2:11][N:12]([C:35]([O:37][C:38]([CH3:41])([CH3:40])[CH3:39])=[O:36])[C@H:13]3[CH2:18][CH2:17][N:16]([C:19]([O:21][CH2:22][C:23]4[CH:28]=[CH:27][CH:26]=[CH:25][CH:24]=4)=[O:20])[CH2:15][C@H:14]3[OH:29])[N:7]=[CH:6][C:5]=2[O:4][CH2:3][CH2:2]1. The catalyst class is: 5. (3) Reactant: Cl.[NH2:2][C:3]1[C:4]([C:8]([O:10][CH3:11])=[O:9])=[CH:5][S:6][CH:7]=1.C(N(C(C)C)C(C)C)C.[Br:21][C:22]1[CH:23]=[CH:24][C:25]([O:28][CH2:29][C:30](O)=[O:31])=[N:26][CH:27]=1.CN(C(ON1N=NC2C=CC=NC1=2)=[N+](C)C)C.F[P-](F)(F)(F)(F)F. Product: [CH3:11][O:10][C:8]([C:4]1[C:3]([NH:2][C:30](=[O:31])[CH2:29][O:28][C:25]2[CH:24]=[CH:23][C:22]([Br:21])=[CH:27][N:26]=2)=[CH:7][S:6][CH:5]=1)=[O:9]. The catalyst class is: 35. (4) Reactant: C[O:2][CH:3](OC)[C:4]1[C:9]([C:10]([O:12][CH3:13])=[O:11])=[CH:8][C:7]([C:14]2[CH:15]=[CH:16][C:17](=[O:23])[N:18]([CH:20]([CH3:22])[CH3:21])[N:19]=2)=[C:6]([C:24]2[CH:29]=[CH:28][CH:27]=[CH:26][CH:25]=2)[N:5]=1.Cl.C([O-])(O)=O.[Na+]. Product: [CH:3]([C:4]1[C:9]([C:10]([O:12][CH3:13])=[O:11])=[CH:8][C:7]([C:14]2[CH:15]=[CH:16][C:17](=[O:23])[N:18]([CH:20]([CH3:22])[CH3:21])[N:19]=2)=[C:6]([C:24]2[CH:25]=[CH:26][CH:27]=[CH:28][CH:29]=2)[N:5]=1)=[O:2]. The catalyst class is: 692. (5) Reactant: [CH3:1][O:2][CH2:3][C:4]([OH:6])=O.[N+:7]([C:10]1[CH:16]=[CH:15][C:13]([NH2:14])=[CH:12][CH:11]=1)([O-:9])=[O:8].F[P-](F)(F)(F)(F)F.ClC1N(C)C=C[N+]=1C.C(N(CC)CC)C. Product: [CH3:1][O:2][CH2:3][C:4]([NH:14][C:13]1[CH:15]=[CH:16][C:10]([N+:7]([O-:9])=[O:8])=[CH:11][CH:12]=1)=[O:6]. The catalyst class is: 4. (6) Reactant: Cl[C:2]1[N:7]=[C:6]([NH:8][C:9]2[N:14]=[CH:13][C:12]3[N:15]=[C:16]([CH3:21])[N:17]([CH:18]([CH3:20])[CH3:19])[C:11]=3[CH:10]=2)[CH:5]=[CH:4][N:3]=1.[C:22]([O:26][C:27](=[O:49])[N:28]([CH2:47][CH3:48])[C:29]1[S:30][C:31]([Sn](CCCC)(CCCC)CCCC)=[CH:32][N:33]=1)([CH3:25])([CH3:24])[CH3:23].O1CCOCC1.[F-].[K+]. Product: [C:22]([O:26][C:27](=[O:49])[N:28]([CH2:47][CH3:48])[C:29]1[S:30][C:31]([C:2]2[N:7]=[C:6]([NH:8][C:9]3[N:14]=[CH:13][C:12]4[N:15]=[C:16]([CH3:21])[N:17]([CH:18]([CH3:20])[CH3:19])[C:11]=4[CH:10]=3)[CH:5]=[CH:4][N:3]=2)=[CH:32][N:33]=1)([CH3:25])([CH3:24])[CH3:23]. The catalyst class is: 206.